This data is from Full USPTO retrosynthesis dataset with 1.9M reactions from patents (1976-2016). The task is: Predict the reactants needed to synthesize the given product. Given the product [CH3:24][S:25]([C:28]1[CH:33]=[CH:32][C:31]([C:2]2[N:7]=[CH:6][C:5]([CH2:8][C:9]([N:11]3[CH2:16][CH2:15][N:14]([C:17]([O:19][C:20]([CH3:23])([CH3:22])[CH3:21])=[O:18])[CH2:13][CH2:12]3)=[O:10])=[CH:4][CH:3]=2)=[CH:30][CH:29]=1)(=[O:27])=[O:26], predict the reactants needed to synthesize it. The reactants are: Cl[C:2]1[N:7]=[CH:6][C:5]([CH2:8][C:9]([N:11]2[CH2:16][CH2:15][N:14]([C:17]([O:19][C:20]([CH3:23])([CH3:22])[CH3:21])=[O:18])[CH2:13][CH2:12]2)=[O:10])=[CH:4][CH:3]=1.[CH3:24][S:25]([C:28]1[CH:33]=[CH:32][C:31](B(O)O)=[CH:30][CH:29]=1)(=[O:27])=[O:26].C(=O)([O-])[O-].[K+].[K+].